This data is from Forward reaction prediction with 1.9M reactions from USPTO patents (1976-2016). The task is: Predict the product of the given reaction. (1) Given the reactants Br[CH2:2][C:3]1[N:4]=[C:5]([C:8]2([F:14])[CH2:13][CH2:12][O:11][CH2:10][CH2:9]2)[S:6][CH:7]=1.[F:15][C@H:16]([C:18]1[S:22][C:21]2=[N:23][C:24]([C:26]3[O:27][C:28]4[C:29](=[C:31]([OH:37])[CH:32]=[C:33]([O:35][CH3:36])[CH:34]=4)[CH:30]=3)=[CH:25][N:20]2[N:19]=1)[CH3:17].C(=O)([O-])[O-].[K+].[K+].CCOC(C)=O.C(Cl)Cl, predict the reaction product. The product is: [F:15][C@H:16]([C:18]1[S:22][C:21]2=[N:23][C:24]([C:26]3[O:27][C:28]4[CH:34]=[C:33]([O:35][CH3:36])[CH:32]=[C:31]([O:37][CH2:2][C:3]5[N:4]=[C:5]([C:8]6([F:14])[CH2:13][CH2:12][O:11][CH2:10][CH2:9]6)[S:6][CH:7]=5)[C:29]=4[CH:30]=3)=[CH:25][N:20]2[N:19]=1)[CH3:17]. (2) Given the reactants [CH2:1]([C@@:4]1([O:28][CH2:29][C:30]2[CH:35]=[CH:34][CH:33]=[CH:32][CH:31]=2)[C@@H:8]([CH2:9][O:10][CH2:11][C:12]2[CH:17]=[CH:16][CH:15]=[CH:14][CH:13]=2)[O:7][C@@H:6]([N:18]2[CH:26]=[C:24]([CH3:25])[C:22](=[O:23])[NH:21][C:19]2=[O:20])[C@@H:5]1[OH:27])[CH:2]=[CH2:3].[CH3:36][S:37](Cl)(=[O:39])=[O:38].O, predict the reaction product. The product is: [CH2:1]([C@@:4]1([O:28][CH2:29][C:30]2[CH:35]=[CH:34][CH:33]=[CH:32][CH:31]=2)[C@@H:8]([CH2:9][O:10][CH2:11][C:12]2[CH:13]=[CH:14][CH:15]=[CH:16][CH:17]=2)[O:7][C@@H:6]([N:18]2[CH:26]=[C:24]([CH3:25])[C:22](=[O:23])[NH:21][C:19]2=[O:20])[C@@H:5]1[O:27][S:37]([CH3:36])(=[O:39])=[O:38])[CH:2]=[CH2:3].